The task is: Regression. Given two drug SMILES strings and cell line genomic features, predict the synergy score measuring deviation from expected non-interaction effect.. This data is from NCI-60 drug combinations with 297,098 pairs across 59 cell lines. (1) Drug 1: CCN(CC)CCNC(=O)C1=C(NC(=C1C)C=C2C3=C(C=CC(=C3)F)NC2=O)C. Drug 2: C1=CN(C=N1)CC(O)(P(=O)(O)O)P(=O)(O)O. Cell line: 786-0. Synergy scores: CSS=-2.20, Synergy_ZIP=0.828, Synergy_Bliss=-1.51, Synergy_Loewe=-1.95, Synergy_HSA=-2.90. (2) Drug 1: CC1OCC2C(O1)C(C(C(O2)OC3C4COC(=O)C4C(C5=CC6=C(C=C35)OCO6)C7=CC(=C(C(=C7)OC)O)OC)O)O. Drug 2: CC(C)NC(=O)C1=CC=C(C=C1)CNNC.Cl. Cell line: MCF7. Synergy scores: CSS=28.1, Synergy_ZIP=-8.10, Synergy_Bliss=-4.39, Synergy_Loewe=-17.2, Synergy_HSA=-4.09. (3) Drug 1: CN(C)N=NC1=C(NC=N1)C(=O)N. Drug 2: CC1=C(C(CCC1)(C)C)C=CC(=CC=CC(=CC(=O)O)C)C. Cell line: ACHN. Synergy scores: CSS=14.4, Synergy_ZIP=-4.70, Synergy_Bliss=-0.813, Synergy_Loewe=3.58, Synergy_HSA=3.90. (4) Drug 1: CC1C(C(CC(O1)OC2CC(OC(C2O)C)OC3=CC4=CC5=C(C(=O)C(C(C5)C(C(=O)C(C(C)O)O)OC)OC6CC(C(C(O6)C)O)OC7CC(C(C(O7)C)O)OC8CC(C(C(O8)C)O)(C)O)C(=C4C(=C3C)O)O)O)O. Drug 2: CC1=C(C=C(C=C1)C(=O)NC2=CC(=CC(=C2)C(F)(F)F)N3C=C(N=C3)C)NC4=NC=CC(=N4)C5=CN=CC=C5. Cell line: HL-60(TB). Synergy scores: CSS=39.9, Synergy_ZIP=0.306, Synergy_Bliss=-0.538, Synergy_Loewe=-23.0, Synergy_HSA=-1.83. (5) Drug 1: CC1CCC2CC(C(=CC=CC=CC(CC(C(=O)C(C(C(=CC(C(=O)CC(OC(=O)C3CCCCN3C(=O)C(=O)C1(O2)O)C(C)CC4CCC(C(C4)OC)O)C)C)O)OC)C)C)C)OC. Drug 2: CCN(CC)CCCC(C)NC1=C2C=C(C=CC2=NC3=C1C=CC(=C3)Cl)OC. Cell line: M14. Synergy scores: CSS=14.2, Synergy_ZIP=-3.78, Synergy_Bliss=2.05, Synergy_Loewe=-0.385, Synergy_HSA=1.37. (6) Drug 1: C1CN1P(=S)(N2CC2)N3CC3. Drug 2: C1CN(P(=O)(OC1)NCCCl)CCCl. Cell line: NCI-H226. Synergy scores: CSS=0.878, Synergy_ZIP=-0.361, Synergy_Bliss=0.548, Synergy_Loewe=-0.237, Synergy_HSA=-0.309. (7) Drug 1: CC12CCC3C(C1CCC2NC(=O)OCC(F)(F)F)CCC4C3(C=CC(=O)N4C)C. Drug 2: C1CC(CCC1OC2=C(C(=CC=C2)Cl)F)(CC3=NC(=CC=C3)NC4=NC=CS4)C(=O)O. Cell line: OVCAR3. Synergy scores: CSS=6.94, Synergy_ZIP=-4.55, Synergy_Bliss=-1.08, Synergy_Loewe=-6.66, Synergy_HSA=-2.39.